Dataset: Forward reaction prediction with 1.9M reactions from USPTO patents (1976-2016). Task: Predict the product of the given reaction. (1) Given the reactants [NH2:1][C:2]1[N:3]([C:20]2[CH:25]=[C:24]([O:26]CC3C=CC=CC=3)[CH:23]=[CH:22][C:21]=2[CH3:34])[N:4]=[C:5]2[C:14]3[CH:13]=[C:12]([O:15][CH3:16])[C:11]([O:17][CH3:18])=[CH:10][C:9]=3[NH:8][C:7](=[O:19])[C:6]=12.CO.[H][H], predict the reaction product. The product is: [NH2:1][C:2]1[N:3]([C:20]2[CH:25]=[C:24]([OH:26])[CH:23]=[CH:22][C:21]=2[CH3:34])[N:4]=[C:5]2[C:14]3[CH:13]=[C:12]([O:15][CH3:16])[C:11]([O:17][CH3:18])=[CH:10][C:9]=3[NH:8][C:7](=[O:19])[C:6]=12. (2) Given the reactants [Cl:1][C:2]1[CH:3]=[C:4]([N:12]=[C:13]2[N:18]([CH2:19][C:20]3[CH:25]=[CH:24][C:23]([O:26][CH3:27])=[CH:22][CH:21]=3)[C:17](=[O:28])[N:16]([CH2:29][C@@H:30]([C:32]([O:34]C)=[O:33])[CH3:31])[C:15](=[O:36])[N:14]2[CH3:37])[CH:5]=[CH:6][C:7]=1[O:8][CH:9]([CH3:11])[CH3:10].CO.[OH-].[Li+].C(O)(=O)CC(CC(O)=O)(C(O)=O)O, predict the reaction product. The product is: [Cl:1][C:2]1[CH:3]=[C:4]([N:12]=[C:13]2[N:18]([CH2:19][C:20]3[CH:25]=[CH:24][C:23]([O:26][CH3:27])=[CH:22][CH:21]=3)[C:17](=[O:28])[N:16]([CH2:29][C@@H:30]([C:32]([OH:34])=[O:33])[CH3:31])[C:15](=[O:36])[N:14]2[CH3:37])[CH:5]=[CH:6][C:7]=1[O:8][CH:9]([CH3:11])[CH3:10]. (3) Given the reactants [CH3:1][O:2][C:3]1[CH:4]=[C:5]([CH:10]=[O:11])[CH:6]=[CH:7][C:8]=1[OH:9].[CH3:12][C:13]1[O:17][C:16]([C:18]2[CH:23]=[CH:22][CH:21]=[CH:20][CH:19]=2)=[N:15][C:14]=1[CH2:24][CH2:25]OS(C)(=O)=O, predict the reaction product. The product is: [CH3:1][O:2][C:3]1[CH:4]=[C:5]([CH:6]=[CH:7][C:8]=1[O:9][CH2:25][CH2:24][C:14]1[N:15]=[C:16]([C:18]2[CH:23]=[CH:22][CH:21]=[CH:20][CH:19]=2)[O:17][C:13]=1[CH3:12])[CH:10]=[O:11]. (4) Given the reactants [CH2:1]([O:8][C:9]([NH:11][C:12]1C=CN(CC(N(CC(O)=O)CCNC(OC(C)(C)C)=O)=O)[C:14](=[O:36])[N:13]=1)=[O:10])[C:2]1[CH:7]=[CH:6][CH:5]=[CH:4][CH:3]=1.NC1[N:46]=[C:45]2[C:41]([N:42]=[CH:43][N:44]2[CH2:47][C:48]([N:50]([CH2:61][C:62]([OH:64])=[O:63])[CH2:51][CH2:52][NH:53][C:54]([O:56][C:57]([CH3:60])([CH3:59])[CH3:58])=[O:55])=[O:49])=C(NC(OCC2C=CC=CC=2)=O)N=1.C(OC(NCCN(CC(OCC)=O)C(=O)CN1C=NC2C1=NC(N)=NC=2N)=O)(C)(C)C.NC1NC(=O)N=C2C=1N=CN2CC(N(CC(OCC)=O)CCNC(OC(C)(C)C)=O)=O.C(OC(NCCN(CC(O)=O)C(=O)CN1C=C(C)C(=O)NC1=O)=O)(C)(C)C, predict the reaction product. The product is: [CH2:1]([O:8][C:9]([NH:11][C:12]1[NH:13][C:14](=[O:36])[C:41]2[N:42]=[CH:43][N:44]([CH2:47][C:48]([N:50]([CH2:61][C:62]([OH:64])=[O:63])[CH2:51][CH2:52][NH:53][C:54]([O:56][C:57]([CH3:60])([CH3:58])[CH3:59])=[O:55])=[O:49])[C:45]=2[N:46]=1)=[O:10])[C:2]1[CH:7]=[CH:6][CH:5]=[CH:4][CH:3]=1. (5) Given the reactants [Cl:1][C:2]1[CH:3]=[C:4]2[C:10]([CH2:11][CH2:12]O)=[C:9]([Si:14]([CH2:19][CH3:20])([CH2:17][CH3:18])[CH2:15][CH3:16])[NH:8][C:5]2=[N:6][CH:7]=1.C1(P(C2C=CC=CC=2)C2C=CC=CC=2)C=CC=CC=1.[Br:40]C(Br)(Br)Br, predict the reaction product. The product is: [Br:40][CH2:12][CH2:11][C:10]1[C:4]2[C:5](=[N:6][CH:7]=[C:2]([Cl:1])[CH:3]=2)[NH:8][C:9]=1[Si:14]([CH2:19][CH3:20])([CH2:17][CH3:18])[CH2:15][CH3:16]. (6) The product is: [NH2:26][C:22]1[C:23]([Cl:25])=[CH:24][C:19]([C:18]([NH:17][CH2:16][C@@H:12]2[CH2:11][N:10]([CH2:9][CH2:8][CH2:7][CH2:6][CH2:5][C:4]([O:3][C@@H:1]3[CH:34]4[CH2:35][CH2:36][N:31]([CH2:32][CH2:33]4)[CH2:2]3)=[O:30])[CH2:15][CH2:14][O:13]2)=[O:29])=[C:20]([O:27][CH3:28])[CH:21]=1. Given the reactants [CH2:1]([O:3][C:4](=[O:30])[CH2:5][CH2:6][CH2:7][CH2:8][CH2:9][N:10]1[CH2:15][CH2:14][O:13][C@H:12]([CH2:16][NH:17][C:18](=[O:29])[C:19]2[CH:24]=[C:23]([Cl:25])[C:22]([NH2:26])=[CH:21][C:20]=2[O:27][CH3:28])[CH2:11]1)[CH3:2].[N:31]12CC[CH:34]([CH2:35][CH2:36]1)[CH:33](O)[CH2:32]2, predict the reaction product. (7) Given the reactants C(OC([N:8]1[C:16]2[C:11](=[CH:12][CH:13]=[C:14]([O:17][C:18]3[CH:23]=[CH:22][CH:21]=[CH:20][C:19]=3[F:24])[CH:15]=2)[C:10]([C:25]2[CH:30]=[CH:29][CH:28]=[CH:27][C:26]=2[Cl:31])=[N:9]1)=O)(C)(C)C.C[O-].[Na+], predict the reaction product. The product is: [Cl:31][C:26]1[CH:27]=[CH:28][CH:29]=[CH:30][C:25]=1[C:10]1[C:11]2[C:16](=[CH:15][C:14]([O:17][C:18]3[CH:23]=[CH:22][CH:21]=[CH:20][C:19]=3[F:24])=[CH:13][CH:12]=2)[NH:8][N:9]=1. (8) The product is: [CH2:19]([C:18]([C:15]1[CH:16]=[CH:17][C:12]([O:11][CH2:10][C:13]2[CH:14]=[C:42]([CH:16]=[CH:17][CH:12]=2)[C:43]([OH:40])=[O:44])=[C:13]([CH3:38])[CH:14]=1)([C:21]1[CH:26]=[CH:25][C:24](/[CH:27]=[CH:28]/[C:29]([CH2:33][CH3:34])([OH:32])[CH2:30][CH3:31])=[C:23]([CH3:35])[CH:22]=1)[CH2:36][CH3:37])[CH3:20]. Given the reactants COC(=O)C1C=CC([CH2:10][O:11][C:12]2[CH:17]=[CH:16][C:15]([C:18]([CH2:36][CH3:37])([C:21]3[CH:26]=[CH:25][C:24](/[CH:27]=[CH:28]/[C:29]([CH2:33][CH3:34])([OH:32])[CH2:30][CH3:31])=[C:23]([CH3:35])[CH:22]=3)[CH2:19][CH3:20])=[CH:14][C:13]=2[CH3:38])=CC=1.[OH-:40].[Na+].[CH3:42][CH2:43][OH:44], predict the reaction product.